Dataset: Catalyst prediction with 721,799 reactions and 888 catalyst types from USPTO. Task: Predict which catalyst facilitates the given reaction. (1) Reactant: [CH2:1]([S:3][C:4]1[CH:9]=[CH:8][CH:7]=[CH:6][C:5]=1[C:10]1[NH:19][C:18](=O)[C:17]2[C:12](=[CH:13][C:14]([C:21]([F:24])([F:23])[F:22])=[CH:15][CH:16]=2)[N:11]=1)[CH3:2].P(Cl)(Cl)([Cl:27])=O.C(N(CC)C(C)C)(C)C.C(=O)(O)[O-].[Na+]. Product: [Cl:27][C:18]1[C:17]2[C:12](=[CH:13][C:14]([C:21]([F:24])([F:23])[F:22])=[CH:15][CH:16]=2)[N:11]=[C:10]([C:5]2[CH:6]=[CH:7][CH:8]=[CH:9][C:4]=2[S:3][CH2:1][CH3:2])[N:19]=1. The catalyst class is: 11. (2) Reactant: CC1(C)C2C(=C(P(C3C=CC=CC=3)C3C=CC=CC=3)C=CC=2)OC2C(P(C3C=CC=CC=3)C3C=CC=CC=3)=CC=CC1=2.Br[C:44]1[C:45]([O:73][CH2:74][C:75]([F:78])([F:77])[F:76])=[N:46][CH:47]=[C:48]([CH:72]=1)[C:49]([NH:51][CH2:52][CH2:53][NH:54][C:55]([C:57]1[C:58]([C:68]([F:71])([F:70])[F:69])=[N:59][N:60]([C:62]2[CH:67]=[CH:66][CH:65]=[CH:64][CH:63]=2)[CH:61]=1)=[O:56])=[O:50].C(=O)([O-])[O-].[Cs+].[Cs+].[C:85]([NH2:88])(=[O:87])[CH3:86]. Product: [C:85]([NH:88][C:44]1[C:45]([O:73][CH2:74][C:75]([F:78])([F:77])[F:76])=[N:46][CH:47]=[C:48]([CH:72]=1)[C:49]([NH:51][CH2:52][CH2:53][NH:54][C:55]([C:57]1[C:58]([C:68]([F:71])([F:70])[F:69])=[N:59][N:60]([C:62]2[CH:67]=[CH:66][CH:65]=[CH:64][CH:63]=2)[CH:61]=1)=[O:56])=[O:50])(=[O:87])[CH3:86]. The catalyst class is: 102.